From a dataset of Full USPTO retrosynthesis dataset with 1.9M reactions from patents (1976-2016). Predict the reactants needed to synthesize the given product. (1) Given the product [F:3][C:4]1[CH:5]=[C:6]([N+:11]([O-:13])=[O:12])[CH:7]=[CH:8][C:9]=1[N:14]1[CH2:19][CH2:18][O:17][CH2:16][CH2:15]1, predict the reactants needed to synthesize it. The reactants are: CO.[F:3][C:4]1[CH:5]=[C:6]([N+:11]([O-:13])=[O:12])[CH:7]=[CH:8][C:9]=1F.[NH:14]1[CH2:19][CH2:18][O:17][CH2:16][CH2:15]1. (2) Given the product [N:1]1[C:6]2[NH:7][CH:8]=[CH:9][C:5]=2[C:4]([N:10]2[C@H:18]3[C@H:13]([N:14]([C:19]([NH:21][CH2:22][C:23]4[CH:24]=[CH:25][C:26]([C:27]([OH:29])=[O:28])=[CH:31][CH:32]=4)=[O:20])[CH2:15][CH2:16][CH2:17]3)[CH2:12][CH2:11]2)=[N:3][CH:2]=1, predict the reactants needed to synthesize it. The reactants are: [N:1]1[C:6]2[NH:7][CH:8]=[CH:9][C:5]=2[C:4]([N:10]2[C@H:18]3[C@H:13]([N:14]([C:19]([NH:21][CH2:22][C:23]4[CH:32]=[CH:31][C:26]([C:27]([O:29]C)=[O:28])=[CH:25][CH:24]=4)=[O:20])[CH2:15][CH2:16][CH2:17]3)[CH2:12][CH2:11]2)=[N:3][CH:2]=1.[OH-].[Li+]. (3) Given the product [C:13]([SiH2:17][O:18][C:19]([CH3:45])([CH3:44])[C:20]1[N:21]([CH2:2][C:3]2[CH:10]=[CH:9][C:6]([C:7]#[N:8])=[CH:5][C:4]=2[O:11][CH3:12])[CH:22]=[N:23][CH:24]=1)([CH3:16])([CH3:14])[CH3:15], predict the reactants needed to synthesize it. The reactants are: Br[CH2:2][C:3]1[CH:10]=[CH:9][C:6]([C:7]#[N:8])=[CH:5][C:4]=1[O:11][CH3:12].[C:13]([SiH2:17][O:18][C:19]([CH3:45])([CH3:44])[C:20]1[N:21]=[CH:22][N:23](C(C2C=CC=CC=2)(C2C=CC=CC=2)C2C=CC=CC=2)[CH:24]=1)([CH3:16])([CH3:15])[CH3:14]. (4) Given the product [CH3:1][O:2][C:3]1[C:4]2[C:17]([C:18]3[CH:23]=[CH:22][CH:21]=[CH:20][CH:19]=3)=[C:16]([C:24]3[CH:25]=[CH:26][C:27]([C:30]4([NH2:34])[CH2:33][CH2:32][CH2:31]4)=[CH:28][CH:29]=3)[O:15][C:5]=2[N:6]=[C:7]([N:9]2[CH2:10][CH2:11][O:12][CH2:13][CH2:14]2)[N:8]=1, predict the reactants needed to synthesize it. The reactants are: [CH3:1][O:2][C:3]1[C:4]2[C:17]([C:18]3[CH:23]=[CH:22][CH:21]=[CH:20][CH:19]=3)=[C:16]([C:24]3[CH:29]=[CH:28][C:27]([C:30]4([NH:34]C(=O)OC(C)(C)C)[CH2:33][CH2:32][CH2:31]4)=[CH:26][CH:25]=3)[O:15][C:5]=2[N:6]=[C:7]([N:9]2[CH2:14][CH2:13][O:12][CH2:11][CH2:10]2)[N:8]=1.C(O)(C(F)(F)F)=O. (5) Given the product [CH3:9][C:7]([C:1]1[CH:6]=[CH:5][CH:4]=[CH:3][CH:2]=1)=[CH2:8], predict the reactants needed to synthesize it. The reactants are: [C:1]1([C:7](O)([CH3:9])[CH3:8])[CH:6]=[CH:5][CH:4]=[CH:3][CH:2]=1.N. (6) Given the product [OH:1][C:2]1[N:7]=[C:6]([S:8][CH3:15])[N:5]=[C:4]2[NH:9][N:10]=[C:11]([CH3:12])[C:3]=12, predict the reactants needed to synthesize it. The reactants are: [OH:1][C:2]1[N:7]=[C:6]([SH:8])[N:5]=[C:4]2[NH:9][N:10]=[C:11]([CH3:12])[C:3]=12.[OH-].[Na+].[CH3:15]I. (7) Given the product [C:1]([C:3]1[C:8]2[N:9]=[C:10]([N:12]3[CH2:17][CH2:16][CH:15]([C:18]([OH:20])=[O:19])[CH2:14][CH2:13]3)[O:11][C:7]=2[C:6]([N:23]2[CH2:27][CH2:26][C@H:25]([N:28]([CH3:30])[CH3:29])[CH2:24]2)=[C:5]([C:31]2[CH:36]=[CH:35][CH:34]=[CH:33][CH:32]=2)[C:4]=1[CH3:37])#[N:2], predict the reactants needed to synthesize it. The reactants are: [C:1]([C:3]1[C:8]2[N:9]=[C:10]([N:12]3[CH2:17][CH2:16][CH:15]([C:18]([O:20]CC)=[O:19])[CH2:14][CH2:13]3)[O:11][C:7]=2[C:6]([N:23]2[CH2:27][CH2:26][C@H:25]([N:28]([CH3:30])[CH3:29])[CH2:24]2)=[C:5]([C:31]2[CH:36]=[CH:35][CH:34]=[CH:33][CH:32]=2)[C:4]=1[CH3:37])#[N:2].[OH-].[Na+].Cl.